From a dataset of Forward reaction prediction with 1.9M reactions from USPTO patents (1976-2016). Predict the product of the given reaction. (1) The product is: [OH:32][C@@H:29]([CH2:30][OH:31])[CH2:28][NH:27][C:21]([C:14]1[C:15](=[O:20])[N:16]([CH3:19])[C:17]2[C:12]([C:13]=1[OH:26])=[N:11][CH:10]=[C:9]([CH2:8][C:5]1[CH:4]=[CH:3][C:2]([F:1])=[CH:7][CH:6]=1)[CH:18]=2)=[O:22]. Given the reactants [F:1][C:2]1[CH:7]=[CH:6][C:5]([CH2:8][C:9]2[CH:18]=[C:17]3[C:12]([C:13]([OH:26])=[C:14]([C:21](OCC)=[O:22])[C:15](=[O:20])[N:16]3[CH3:19])=[N:11][CH:10]=2)=[CH:4][CH:3]=1.[NH2:27][CH2:28][C@@H:29]([OH:32])[CH2:30][OH:31], predict the reaction product. (2) Given the reactants [C@@H:1]1([NH:10][C:11](=[O:17])[O:12][C:13]([CH3:16])([CH3:15])[CH3:14])[C:9]2[C:4](=[CH:5][CH:6]=[CH:7][CH:8]=2)[CH2:3][CH2:2]1.[H-].[Na+].I[CH3:21], predict the reaction product. The product is: [C@@H:1]1([N:10]([CH3:21])[C:11](=[O:17])[O:12][C:13]([CH3:14])([CH3:16])[CH3:15])[C:9]2[C:4](=[CH:5][CH:6]=[CH:7][CH:8]=2)[CH2:3][CH2:2]1. (3) Given the reactants [C:1]([C:3]1[C:4]([N:16]2[CH2:21][CH2:20][CH:19]([C:22]([OH:24])=O)[CH2:18][CH2:17]2)=[N:5][C:6]([CH3:15])=[C:7]([C:9]([O:11][CH:12]([CH3:14])[CH3:13])=[O:10])[CH:8]=1)#[N:2].[Cl:25][C:26]1[CH:31]=[CH:30][C:29]([CH2:32][S:33]([NH2:36])(=[O:35])=[O:34])=[CH:28][CH:27]=1.C1C=CC2N(O)N=NC=2C=1.CCN=C=NCCCN(C)C.CCN(C(C)C)C(C)C.OS([O-])(=O)=O.[K+], predict the reaction product. The product is: [Cl:25][C:26]1[CH:31]=[CH:30][C:29]([CH2:32][S:33]([NH:36][C:22]([CH:19]2[CH2:20][CH2:21][N:16]([C:4]3[C:3]([C:1]#[N:2])=[CH:8][C:7]([C:9]([O:11][CH:12]([CH3:14])[CH3:13])=[O:10])=[C:6]([CH3:15])[N:5]=3)[CH2:17][CH2:18]2)=[O:24])(=[O:34])=[O:35])=[CH:28][CH:27]=1. (4) Given the reactants [Cl:1][C:2]1[CH:3]=[C:4]([C:8]2[N:9]=[C:10]([C:13]3[CH:18]=[CH:17][C:16]([NH2:19])=[CH:15][CH:14]=3)[O:11][CH:12]=2)[CH:5]=[CH:6][CH:7]=1.ClCCl.[C:23](Cl)(=[O:30])[C:24]1[CH:29]=[CH:28][CH:27]=[CH:26][CH:25]=1.N1C=CC=CC=1, predict the reaction product. The product is: [Cl:1][C:2]1[CH:3]=[C:4]([C:8]2[N:9]=[C:10]([C:13]3[CH:18]=[CH:17][C:16]([NH:19][C:23](=[O:30])[C:24]4[CH:29]=[CH:28][CH:27]=[CH:26][CH:25]=4)=[CH:15][CH:14]=3)[O:11][CH:12]=2)[CH:5]=[CH:6][CH:7]=1.